This data is from Catalyst prediction with 721,799 reactions and 888 catalyst types from USPTO. The task is: Predict which catalyst facilitates the given reaction. (1) Reactant: C(O)=O.[F:4][C:5]1[C:10]([F:11])=[CH:9][CH:8]=[CH:7][C:6]=1[C@:12]12[CH2:20][O:19][C@H:18]([CH2:21][O:22]C(C3C=CC=CC=3)(C3C=CC=CC=3)C3C=CC=CC=3)[C@H:17]1[CH2:16][S:15][C:14]([NH:42][C:43](=[O:50])[C:44]1[CH:49]=[CH:48][CH:47]=[CH:46][CH:45]=1)=[N:13]2.C(N(CC)CC)C. Product: [F:4][C:5]1[C:10]([F:11])=[CH:9][CH:8]=[CH:7][C:6]=1[C@:12]12[CH2:20][O:19][C@H:18]([CH2:21][OH:22])[C@H:17]1[CH2:16][S:15][C:14]([NH:42][C:43](=[O:50])[C:44]1[CH:45]=[CH:46][CH:47]=[CH:48][CH:49]=1)=[N:13]2. The catalyst class is: 6. (2) Reactant: [CH3:1][O:2][C:3]1[CH:4]=[C:5]([C:9]2([C:16]([OH:18])=[O:17])[CH2:14][CH2:13][C:12](=[O:15])[CH2:11][CH2:10]2)[CH:6]=[CH:7][CH:8]=1.IC.[C:21](=O)([O-])[O-].[K+].[K+].O. Product: [CH3:1][O:2][C:3]1[CH:4]=[C:5]([C:9]2([C:16]([O:18][CH3:21])=[O:17])[CH2:10][CH2:11][C:12](=[O:15])[CH2:13][CH2:14]2)[CH:6]=[CH:7][CH:8]=1. The catalyst class is: 9. (3) Product: [CH3:1][O:2][C:3]([C:5]1[O:6][C:7]2[CH:13]=[CH:12][C:11]([O:14][C:19](=[S:20])[N:18]([CH3:22])[CH3:17])=[CH:10][C:8]=2[CH:9]=1)=[O:4]. Reactant: [CH3:1][O:2][C:3]([C:5]1[O:6][C:7]2[CH:13]=[CH:12][C:11]([OH:14])=[CH:10][C:8]=2[CH:9]=1)=[O:4].[H-].[Na+].[CH3:17][N:18]([CH3:22])[C:19](Cl)=[S:20]. The catalyst class is: 3.